This data is from Reaction yield outcomes from USPTO patents with 853,638 reactions. The task is: Predict the reaction yield, written as a fraction of the theoretical maximum amount of product (1.0 means a 100% yield; for example, 0.34 means a 34% yield). (1) The reactants are C([O:3][CH:4](OCC)[C:5]1[CH:10]=[CH:9][C:8]([CH:11]2[C:16]3=[N:17][NH:18][C:19](=[O:24])[C:20]4[CH:21]=[CH:22][CH:23]=[C:14]([C:15]=43)[NH:13][CH:12]2[C:25]2[CH:30]=[CH:29][CH:28]=[CH:27][CH:26]=2)=[CH:7][CH:6]=1)C.C(=O)([O-])[O-].[K+].[K+]. The catalyst is Cl. The product is [O:24]=[C:19]1[C:20]2[CH:21]=[CH:22][CH:23]=[C:14]3[NH:13][CH:12]([C:25]4[CH:26]=[CH:27][CH:28]=[CH:29][CH:30]=4)[CH:11]([C:8]4[CH:9]=[CH:10][C:5]([CH:4]=[O:3])=[CH:6][CH:7]=4)[C:16]([C:15]=23)=[N:17][NH:18]1. The yield is 0.690. (2) The catalyst is CN(C=O)C.Cl[Pd](Cl)([P](C1C=CC=CC=1)(C1C=CC=CC=1)C1C=CC=CC=1)[P](C1C=CC=CC=1)(C1C=CC=CC=1)C1C=CC=CC=1. The product is [Cl:13][C:10]1[N:9]=[C:8]([C:14]2[NH:15][C:16]3[C:21]([CH:22]=2)=[C:20]([F:23])[CH:19]=[CH:18][CH:17]=3)[C:7]([CH:26]=[CH2:27])=[CH:12][N:11]=1. The yield is 0.723. The reactants are FC(F)(F)S(O[C:7]1[C:8]([C:14]2[NH:15][C:16]3[C:21]([CH:22]=2)=[C:20]([F:23])[CH:19]=[CH:18][CH:17]=3)=[N:9][C:10]([Cl:13])=[N:11][CH:12]=1)(=O)=O.[CH2:26]([Sn](CCCC)(CCCC)C=C)[CH2:27]CC.[Li+].[Cl-]. (3) The reactants are [Br:1][C:2]1[C:15]2[C:16]3=[C:17]4[C:12](=[CH:13][CH:14]=2)[CH:11]=[CH:10][C:9](Br)=[C:8]4[CH:7]=[CH:6][C:5]3=[CH:4][CH:3]=1.[C:19]1([NH:25][C:26]2[CH:35]=[CH:34][C:33]3[C:28](=[CH:29][CH:30]=[CH:31][CH:32]=3)[CH:27]=2)[CH:24]=[CH:23][CH:22]=[CH:21][CH:20]=1.CC(C)([O-])C.[Na+]. The catalyst is C1(C)C=CC=CC=1.CC(O)=O.CC(O)=O.[Pd]. The product is [Br:1][C:2]1[CH:3]=[CH:4][C:5]2[C:16]3=[C:17]4[C:12](=[CH:11][CH:10]=[C:9]([N:25]([C:26]5[CH:35]=[CH:34][C:33]6[C:28](=[CH:29][CH:30]=[CH:31][CH:32]=6)[CH:27]=5)[C:19]5[CH:24]=[CH:23][CH:22]=[CH:21][CH:20]=5)[C:8]4=[CH:7][CH:6]=2)[CH:13]=[CH:14][C:15]=13. The yield is 0.370. (4) The reactants are [CH:1]1([C:4]2[O:8][N:7]=[C:6]([C:9]3[CH:14]=[CH:13][CH:12]=[CH:11][CH:10]=3)[C:5]=2[C:15]([NH:17][NH2:18])=[O:16])[CH2:3][CH2:2]1.[F:19][C:20]1[CH:28]=[CH:27][C:23]([C:24](O)=O)=[C:22]([O:29][CH3:30])[CH:21]=1. No catalyst specified. The product is [CH:1]1([C:4]2[O:8][N:7]=[C:6]([C:9]3[CH:14]=[CH:13][CH:12]=[CH:11][CH:10]=3)[C:5]=2[C:15]2[O:16][C:24]([C:23]3[CH:27]=[CH:28][C:20]([F:19])=[CH:21][C:22]=3[O:29][CH3:30])=[N:18][N:17]=2)[CH2:2][CH2:3]1. The yield is 0.310. (5) The reactants are [C:1]([CH2:3][C:4]1([N:15]2[CH:19]=[C:18]([C:20]3[C:21]4[CH:28]=[CH:27][N:26](COCC[Si](C)(C)C)[C:22]=4[N:23]=[CH:24][N:25]=3)[CH:17]=[N:16]2)[CH2:7][N:6](C(OC(C)(C)C)=O)[CH2:5]1)#[N:2].C(Cl)Cl.[F:40][C:41]([F:46])([F:45])[C:42]([OH:44])=[O:43]. No catalyst specified. The product is [F:40][C:41]([F:46])([F:45])[C:42]([OH:44])=[O:43].[N:23]1[C:22]2[NH:26][CH:27]=[CH:28][C:21]=2[C:20]([C:18]2[CH:17]=[N:16][N:15]([C:4]3([CH2:3][C:1]#[N:2])[CH2:7][NH:6][CH2:5]3)[CH:19]=2)=[N:25][CH:24]=1. The yield is 0.880. (6) The reactants are O1CCCCC1[N:7]1[C:15]2[C:10](=[CH:11][C:12]([C:16]3[N:20]=[CH:19][N:18](C(C4C=CC=CC=4)(C4C=CC=CC=4)C4C=CC=CC=4)[N:17]=3)=[CH:13][CH:14]=2)[C:9]([C:40]2[CH:41]=[C:42]([NH2:46])[CH:43]=[CH:44][CH:45]=2)=[N:8]1.[CH3:47][O:48][C:49]1[CH:57]=[CH:56][C:52]([C:53](Cl)=[O:54])=[CH:51][CH:50]=1.O. The catalyst is N1C=CC=CC=1. The product is [NH:18]1[CH:19]=[N:20][C:16]([C:12]2[CH:11]=[C:10]3[C:15](=[CH:14][CH:13]=2)[NH:7][N:8]=[C:9]3[C:40]2[CH:41]=[C:42]([NH:46][C:53]([C:52]3[CH:56]=[CH:57][C:49]([O:48][CH3:47])=[CH:50][CH:51]=3)=[O:54])[CH:43]=[CH:44][CH:45]=2)=[N:17]1. The yield is 0.660. (7) The yield is 0.950. The reactants are Cl.[CH3:2][O:3][C:4](=[O:10])[C@@H:5]([NH2:9])[C@H:6]([OH:8])[CH3:7].C(N(CC)CC)C.[CH2:18]([O:25][C:26]1[CH:34]=[C:33]([N+:35]([O-:37])=[O:36])[CH:32]=[CH:31][C:27]=1[C:28](O)=[O:29])[C:19]1[CH:24]=[CH:23][CH:22]=[CH:21][CH:20]=1.C1CCC(N=C=NC2CCCCC2)CC1.C1C=CC2N(O)N=NC=2C=1. The catalyst is C(Cl)Cl.CC(=O)OCC. The product is [CH2:18]([O:25][C:26]1[CH:34]=[C:33]([N+:35]([O-:37])=[O:36])[CH:32]=[CH:31][C:27]=1[C:28]([NH:9][C@@H:5]([C@H:6]([OH:8])[CH3:7])[C:4]([O:3][CH3:2])=[O:10])=[O:29])[C:19]1[CH:24]=[CH:23][CH:22]=[CH:21][CH:20]=1. (8) The reactants are [O-:1][CH2:2][CH3:3].[Na+].Cl.[C:6]([S:10]([C:13]1[CH:14]=[C:15]2[C:20](=[CH:21][C:22]=1F)[N:19]=[CH:18][N:17]=[C:16]2[NH:24][C:25]1[C:29]([CH3:30])=[C:28]([CH3:31])[NH:27][N:26]=1)(=[O:12])=[O:11])([CH3:9])([CH3:8])[CH3:7]. No catalyst specified. The product is [C:6]([S:10]([C:13]1[CH:14]=[C:15]2[C:20](=[CH:21][C:22]=1[O:1][CH2:2][CH3:3])[N:19]=[CH:18][N:17]=[C:16]2[NH:24][C:25]1[C:29]([CH3:30])=[C:28]([CH3:31])[NH:27][N:26]=1)(=[O:12])=[O:11])([CH3:9])([CH3:8])[CH3:7]. The yield is 0.830. (9) The reactants are [Br:1][C:2]1[CH:3]=[C:4]([OH:9])[CH:5]=[CH:6][C:7]=1[CH3:8].C(N(C(C)C)CC)(C)C.[CH3:19][O:20][CH2:21]Cl.O. The catalyst is ClCCl. The product is [Br:1][C:2]1[CH:3]=[C:4]([O:9][CH2:19][O:20][CH3:21])[CH:5]=[CH:6][C:7]=1[CH3:8]. The yield is 0.950. (10) The reactants are [F:1][C:2]1[CH:7]=[CH:6][C:5]([F:8])=[CH:4][C:3]=1[C@H:9]1[CH2:13][CH2:12][CH2:11][N:10]1[C:14]1[CH:19]=[CH:18][N:17]2[N:20]=[CH:21][C:22]([C:23](O)=[O:24])=[C:16]2[N:15]=1.FC1C=CC(F)=CC=1[C@H]1CCCN1.[F-].[K+]. The catalyst is CS(C)=O.O. The product is [F:1][C:2]1[CH:7]=[CH:6][C:5]([F:8])=[CH:4][C:3]=1[C@H:9]1[CH2:13][CH2:12][CH2:11][N:10]1[C:14]1[CH:19]=[CH:18][N:17]2[N:20]=[CH:21][C:22]([CH:23]=[O:24])=[C:16]2[N:15]=1. The yield is 1.00.